This data is from Full USPTO retrosynthesis dataset with 1.9M reactions from patents (1976-2016). The task is: Predict the reactants needed to synthesize the given product. (1) Given the product [C:47]([O:46][C:44]([N:36]([C:37]([O:39][C:40]([CH3:41])([CH3:42])[CH3:43])=[O:38])[C:32]1[C:33]2[C:28](=[CH:27][C:26]([NH:25][CH:53]([C:18]3[CH:19]=[CH:20][C:15]([CH2:14][CH2:13][O:12][C:10](=[O:11])[NH:9][C:5]4[CH:6]=[CH:7][CH:8]=[C:3]([C:1]#[N:2])[CH:4]=4)=[C:16]([CH3:24])[CH:17]=3)[C:52]([OH:56])=[O:55])=[CH:35][CH:34]=2)[CH:29]=[CH:30][N:31]=1)=[O:45])([CH3:50])([CH3:49])[CH3:48], predict the reactants needed to synthesize it. The reactants are: [C:1]([C:3]1[CH:4]=[C:5]([NH:9][C:10]([O:12][CH2:13][CH2:14][C:15]2[CH:20]=[CH:19][C:18](B(O)O)=[CH:17][C:16]=2[CH3:24])=[O:11])[CH:6]=[CH:7][CH:8]=1)#[N:2].[NH2:25][C:26]1[CH:27]=[C:28]2[C:33](=[CH:34][CH:35]=1)[C:32]([N:36]([C:44]([O:46][C:47]([CH3:50])([CH3:49])[CH3:48])=[O:45])[C:37]([O:39][C:40]([CH3:43])([CH3:42])[CH3:41])=[O:38])=[N:31][CH:30]=[CH:29]2.O.[C:52]([OH:56])(=[O:55])[CH:53]=O. (2) Given the product [F:34][C:2]1([F:1])[CH2:3][CH2:4][CH:5]([CH2:8][C:9]2[C:17]3[C:12](=[N:13][CH:14]=[C:15]([C:18]4[C:19]([CH3:24])=[N:20][O:21][C:22]=4[CH3:23])[CH:16]=3)[N:11]([C:25]3[N:30]=[CH:29][C:28]([C:31]([NH:38][CH3:37])=[O:33])=[CH:27][CH:26]=3)[CH:10]=2)[CH2:6][CH2:7]1, predict the reactants needed to synthesize it. The reactants are: [F:1][C:2]1([F:34])[CH2:7][CH2:6][CH:5]([CH2:8][C:9]2[C:17]3[C:12](=[N:13][CH:14]=[C:15]([C:18]4[C:19]([CH3:24])=[N:20][O:21][C:22]=4[CH3:23])[CH:16]=3)[N:11]([C:25]3[N:30]=[CH:29][C:28]([C:31]([OH:33])=O)=[CH:27][CH:26]=3)[CH:10]=2)[CH2:4][CH2:3]1.C1C[N:38]([P+](ON2N=NC3C=CC=CC2=3)(N2CCCC2)N2CCCC2)[CH2:37]C1.F[P-](F)(F)(F)(F)F.CN.C(N(CC)C(C)C)(C)C.